Dataset: Forward reaction prediction with 1.9M reactions from USPTO patents (1976-2016). Task: Predict the product of the given reaction. Given the reactants [CH3:1][O:2][C:3]1[CH:8]=[C:7]([C:9]([F:12])([F:11])[F:10])[N:6]=[N:5][C:4]=1[NH:13][CH:14]1[CH2:19][CH2:18][NH:17][CH2:16][CH2:15]1.[F:20][C:21]([F:31])([F:30])[C:22]1[CH:23]=[C:24]([CH:27]=[CH:28][CH:29]=1)[CH2:25]Br.C(N(C(C)C)CC)(C)C, predict the reaction product. The product is: [CH3:1][O:2][C:3]1[CH:8]=[C:7]([C:9]([F:12])([F:10])[F:11])[N:6]=[N:5][C:4]=1[NH:13][CH:14]1[CH2:19][CH2:18][N:17]([CH2:25][C:24]2[CH:27]=[CH:28][CH:29]=[C:22]([C:21]([F:20])([F:30])[F:31])[CH:23]=2)[CH2:16][CH2:15]1.